From a dataset of Reaction yield outcomes from USPTO patents with 853,638 reactions. Predict the reaction yield, written as a fraction of the theoretical maximum amount of product (1.0 means a 100% yield; for example, 0.34 means a 34% yield). (1) The reactants are [H-].[Na+].[Cl:3][C:4]1[C:13]2[C:8](=[CH:9][C:10]([CH2:14][OH:15])=[CH:11][CH:12]=2)[N:7]=[C:6]([CH3:16])[CH:5]=1.F[C:18]1[CH:25]=[CH:24][C:21]([C:22]#[N:23])=[CH:20][CH:19]=1. The catalyst is CN(C)C=O. The yield is 0.780. The product is [Cl:3][C:4]1[C:13]2[C:8](=[CH:9][C:10]([CH2:14][O:15][C:18]3[CH:25]=[CH:24][C:21]([C:22]#[N:23])=[CH:20][CH:19]=3)=[CH:11][CH:12]=2)[N:7]=[C:6]([CH3:16])[CH:5]=1. (2) The reactants are [NH2:1][C:2]1[S:3][C:4]([C:14]2[CH:19]=[CH:18][N:17]=[C:16]([NH:20][C:21](=O)[O:22]C(C)(C)C)[N:15]=2)=[C:5]([C:7]2[CH:12]=[CH:11][CH:10]=[C:9]([CH3:13])[CH:8]=2)[N:6]=1.[C:28]1([CH2:34][C:35](Cl)=[O:36])[CH:33]=[CH:32][CH:31]=[CH:30][CH:29]=1.C(=O)([O-])O.[Na+]. The catalyst is CN(C)C(=O)C. The product is [CH3:13][C:9]1[CH:8]=[C:7]([C:5]2[N:6]=[C:2]([NH:1][C:35](=[O:36])[CH2:34][C:28]3[CH:33]=[CH:32][CH:31]=[CH:30][CH:29]=3)[S:3][C:4]=2[C:14]2[CH:19]=[CH:18][N:17]=[C:16]([NH:20][C:21](=[O:22])[CH2:5][C:7]3[CH:12]=[CH:11][CH:10]=[CH:9][CH:8]=3)[N:15]=2)[CH:12]=[CH:11][CH:10]=1. The yield is 0.130. (3) The reactants are [Br:1][C:2]1[CH:7]=[CH:6][C:5]([S:8](Cl)(=[O:10])=[O:9])=[CH:4][CH:3]=1.[NH2:12][C:13]1[CH:14]=[N:15][N:16]([CH3:18])[CH:17]=1. The catalyst is N1C=CC=CC=1. The product is [Br:1][C:2]1[CH:7]=[CH:6][C:5]([S:8]([NH:12][C:13]2[CH:14]=[N:15][N:16]([CH3:18])[CH:17]=2)(=[O:10])=[O:9])=[CH:4][CH:3]=1. The yield is 0.870. (4) The reactants are [C:1]1([N:7]2[C:12](=[O:13])[C:11]3[S:14][CH:15]=[C:16]([C:17]4[CH:22]=[CH:21][CH:20]=[CH:19][CH:18]=4)[C:10]=3[N:9]=[CH:8]2)[CH:6]=[CH:5][CH:4]=[CH:3][CH:2]=1.N[C:24]1C(C2C=CC=CC=2)=CS[C:25]=1C(OC)=O.C(OCC)(OCC)OCC.C(C1C=CC(N)=CC=1)C. The catalyst is C(O)(=O)C. The product is [CH2:24]([C:4]1[CH:5]=[CH:6][C:1]([N:7]2[C:12](=[O:13])[C:11]3[S:14][CH:15]=[C:16]([C:17]4[CH:18]=[CH:19][CH:20]=[CH:21][CH:22]=4)[C:10]=3[N:9]=[CH:8]2)=[CH:2][CH:3]=1)[CH3:25]. The yield is 0.600. (5) The reactants are [Mg].II.Br[CH:5]=[CH:6][C:7]1[CH:12]=[CH:11][CH:10]=[CH:9][CH:8]=1.[CH3:13][Si:14](OCC)([O:18][CH2:19][CH3:20])[O:15][CH2:16][CH3:17].C(C1C=C(O)C(C(C)(C)C)=CC=1O)(C)(C)C. The catalyst is C(OCC)C.CCCCCCC. The product is [CH:6]([C:7]1[CH:12]=[CH:11][C:10]([CH2:13][SiH:14]([O:18][CH2:19][CH3:20])[O:15][CH2:16][CH3:17])=[CH:9][CH:8]=1)=[CH2:5]. The yield is 0.703. (6) The reactants are F[CH2:2][C:3]([C:5]1[CH:10]=[CH:9][CH:8]=[CH:7][CH:6]=1)=[O:4].[C:11]1([OH:17])[CH:16]=[CH:15][CH:14]=[CH:13][CH:12]=1.C(=O)([O-])[O-].[K+].[K+].O. The catalyst is CN(C=O)C. The product is [O:17]([CH2:2][C:3]([C:5]1[CH:10]=[CH:9][CH:8]=[CH:7][CH:6]=1)=[O:4])[C:11]1[CH:16]=[CH:15][CH:14]=[CH:13][CH:12]=1. The yield is 0.650. (7) The reactants are Br[CH2:2][C:3]([C:5]1[CH:10]=[CH:9][C:8]([CH2:11][C@H:12]([NH:16][C:17](=[O:30])[C:18]2[CH:23]=[CH:22][C:21]([O:24][CH:25]([CH3:27])[CH3:26])=[C:20]([C:28]#[N:29])[CH:19]=2)[CH2:13][CH2:14][OH:15])=[CH:7][CH:6]=1)=O.[NH2:31][C:32]1[C:37]([CH3:38])=[CH:36][CH:35]=[CH:34][N:33]=1.C([O-])(O)=O.[Na+]. The catalyst is CC(O)C. The product is [C:28]([C:20]1[CH:19]=[C:18]([CH:23]=[CH:22][C:21]=1[O:24][CH:25]([CH3:27])[CH3:26])[C:17]([NH:16][C@@H:12]([CH2:11][C:8]1[CH:7]=[CH:6][C:5]([C:3]2[N:31]=[C:32]3[C:37]([CH3:38])=[CH:36][CH:35]=[CH:34][N:33]3[CH:2]=2)=[CH:10][CH:9]=1)[CH2:13][CH2:14][OH:15])=[O:30])#[N:29]. The yield is 0.700. (8) The reactants are [F:1][C:2]1[CH:3]=[C:4]([CH2:8][C@H:9]([N:22]2[CH2:30][C:29]3[C:24](=[CH:25][CH:26]=[C:27]([C:31]4[N:35]([CH3:36])[N:34]=[CH:33][CH:32]=4)[CH:28]=3)[C:23]2=[O:37])[CH2:10][N:11]2[C:19](=[O:20])[C:18]3[C:13](=[CH:14][CH:15]=[CH:16][CH:17]=3)[C:12]2=[O:21])[CH:5]=[CH:6][CH:7]=1.[Br:38]N1C(=O)CCC1=O. The catalyst is O1CCCC1. The product is [Br:38][C:32]1[CH:33]=[N:34][N:35]([CH3:36])[C:31]=1[C:27]1[CH:28]=[C:29]2[C:24](=[CH:25][CH:26]=1)[C:23](=[O:37])[N:22]([C@@H:9]([CH2:8][C:4]1[CH:5]=[CH:6][CH:7]=[C:2]([F:1])[CH:3]=1)[CH2:10][N:11]1[C:19](=[O:20])[C:18]3[C:13](=[CH:14][CH:15]=[CH:16][CH:17]=3)[C:12]1=[O:21])[CH2:30]2. The yield is 0.996. (9) The reactants are [CH3:1][O:2][C:3]1[CH:8]=[CH:7][C:6]([C:9]2([C:12]([OH:14])=[O:13])[CH2:11][CH2:10]2)=[CH:5][CH:4]=1.O.[C:16]1(C)C=CC(S(O)(=O)=O)=CC=1. The catalyst is CO. The product is [CH3:16][O:13][C:12]([C:9]1([C:6]2[CH:5]=[CH:4][C:3]([O:2][CH3:1])=[CH:8][CH:7]=2)[CH2:10][CH2:11]1)=[O:14]. The yield is 0.990. (10) The reactants are [N:1]1([CH2:6][CH2:7][O:8][C:9]2[CH:10]=[C:11]3[C:16](=[CH:17][CH:18]=2)[C:15](=O)[CH2:14][CH2:13][CH2:12]3)[CH:5]=[CH:4][N:3]=[CH:2]1.[NH2:20][OH:21].Cl. The catalyst is N1C=CC=CC=1.O. The product is [N:1]1([CH2:6][CH2:7][O:8][C:9]2[CH:10]=[C:11]3[C:16](=[CH:17][CH:18]=2)[C:15](=[N:20][OH:21])[CH2:14][CH2:13][CH2:12]3)[CH:5]=[CH:4][N:3]=[CH:2]1. The yield is 0.830.